This data is from Forward reaction prediction with 1.9M reactions from USPTO patents (1976-2016). The task is: Predict the product of the given reaction. Given the reactants CCN(C(C)C)C(C)C.[F:10][C:11]1[CH:12]=[C:13]([C:17]2[O:21][N:20]=[C:19]([C:22]([OH:24])=O)[CH:18]=2)[CH:14]=[CH:15][CH:16]=1.C1(C2ON=C(C(O)=O)C=2)C=CC=CC=1.FC1C=C(C(=O)C)C=CC=1.C1C=CC2N(O)N=NC=2C=1.CCN=C=NCCCN(C)C.Cl.Cl.[NH2:72][CH2:73][C:74]([N:76]1[CH2:81][CH2:80][CH:79]([O:82][C:83]2[CH:88]=[CH:87][CH:86]=[C:85]([C:89]([F:92])([F:91])[F:90])[CH:84]=2)[CH2:78][CH2:77]1)=[O:75], predict the reaction product. The product is: [O:75]=[C:74]([N:76]1[CH2:77][CH2:78][CH:79]([O:82][C:83]2[CH:88]=[CH:87][CH:86]=[C:85]([C:89]([F:92])([F:90])[F:91])[CH:84]=2)[CH2:80][CH2:81]1)[CH2:73][NH:72][C:22]([C:19]1[CH:18]=[C:17]([C:13]2[CH:14]=[CH:15][CH:16]=[C:11]([F:10])[CH:12]=2)[O:21][N:20]=1)=[O:24].